From a dataset of Peptide-MHC class I binding affinity with 185,985 pairs from IEDB/IMGT. Regression. Given a peptide amino acid sequence and an MHC pseudo amino acid sequence, predict their binding affinity value. This is MHC class I binding data. (1) The peptide sequence is YSSMTSDSK. The MHC is HLA-A31:01 with pseudo-sequence HLA-A31:01. The binding affinity (normalized) is 0.215. (2) The peptide sequence is NSEYIESKAK. The binding affinity (normalized) is 0.198. The MHC is HLA-A03:01 with pseudo-sequence HLA-A03:01. (3) The peptide sequence is QQFANVISKI. The MHC is HLA-A02:01 with pseudo-sequence HLA-A02:01. The binding affinity (normalized) is 0.178. (4) The peptide sequence is ASTNRQSGR. The MHC is HLA-A03:01 with pseudo-sequence HLA-A03:01. The binding affinity (normalized) is 0.107. (5) The peptide sequence is GVNACQVGV. The MHC is HLA-A31:01 with pseudo-sequence HLA-A31:01. The binding affinity (normalized) is 0.176.